From a dataset of Microsomal clearance measurements from AstraZeneca. Regression/Classification. Given a drug SMILES string, predict its absorption, distribution, metabolism, or excretion properties. Task type varies by dataset: regression for continuous measurements (e.g., permeability, clearance, half-life) or binary classification for categorical outcomes (e.g., BBB penetration, CYP inhibition). For this dataset (clearance_microsome_az), we predict log10(clearance) (log10 of the in vitro intrinsic clearance, CLint, in uL/min per mg of human liver microsomal protein, equivalently mL/min/g; values are censored to the assay range of 3 to 150, which is 0.477 to 2.18 on this log10 scale). (1) The drug is O=C(NCC12CC3CC(CC(C3)C1)C2)c1cc(-n2ncc(=O)[nH]c2=O)ccc1Cl. The log10(clearance) is 1.92. (2) The drug is O=C(O)[C@H](Cc1ccc(Cl)cc1)N1CCC(CN2CCC(Oc3ccc(Cl)c(Cl)c3)CC2)CC1. The log10(clearance) is 0.480. (3) The drug is O=C(Nc1ccccc1F)N[C@H]1N=C(c2ccccc2)c2ccccc2NC1=O. The log10(clearance) is 1.05. (4) The molecule is CCN(C(=O)Cc1ccc(S(C)(=O)=O)cc1)C1CCN(CCC(c2ccccc2)c2ccc(NS(C)(=O)=O)cc2)CC1. The log10(clearance) is 0.480. (5) The molecule is N#CCC(CNc1ncc(C(F)(F)F)cc1Cl)OC(=O)c1c(F)cccc1F. The log10(clearance) is 2.18. (6) The drug is COc1ccc2nc(C)cc(OCC(=O)NCc3ccccc3)c2c1. The log10(clearance) is 2.18. (7) The molecule is CN[C@@H](C)C(=O)N[C@H](C(=O)N1CC[C@H]2CC[C@H](NC(=O)c3cccc4ccccc34)[C@H]21)C(C)(C)C. The log10(clearance) is 1.93.